Dataset: Forward reaction prediction with 1.9M reactions from USPTO patents (1976-2016). Task: Predict the product of the given reaction. (1) Given the reactants [CH3:1][O:2][C:3]([C:5]1[NH:6][C:7](Br)=[CH:8][CH:9]=1)=[O:4].[C:11]1(B(O)O)[C:20]2[C:15](=[CH:16][CH:17]=[CH:18][CH:19]=2)[CH:14]=[CH:13][CH:12]=1.C(=O)([O-])[O-].[Na+].[Na+].C1([As](C2C=CC=CC=2)C2C=CC=CC=2)C=CC=CC=1, predict the reaction product. The product is: [CH3:1][O:2][C:3]([C:5]1[NH:6][C:7]([C:19]2[C:20]3[C:15](=[CH:14][CH:13]=[CH:12][CH:11]=3)[CH:16]=[CH:17][CH:18]=2)=[CH:8][CH:9]=1)=[O:4]. (2) Given the reactants [N+:1]([C:4]1[CH:14]=[CH:13][C:7]([C:8]([O:10][CH2:11][CH3:12])=[O:9])=[C:6]([CH:15]=[CH2:16])[CH:5]=1)([O-])=O, predict the reaction product. The product is: [CH2:11]([O:10][C:8](=[O:9])[C:7]1[CH:13]=[CH:14][C:4]([NH2:1])=[CH:5][C:6]=1[CH2:15][CH3:16])[CH3:12]. (3) Given the reactants [Cl:1][C:2]1[N:7]=[C:6]([NH2:8])[N:5]=[C:4]2[NH:9][N:10]=[CH:11][C:3]=12.Cl[CH2:13][C:14]1[N:18]([C:19]2[CH:24]=[CH:23][CH:22]=[CH:21][CH:20]=2)[C:17]2[CH:25]=[CH:26][CH:27]=[CH:28][C:16]=2[N:15]=1.C([O-])([O-])=O.[K+].[K+].O, predict the reaction product. The product is: [Cl:1][C:2]1[N:7]=[C:6]([NH2:8])[N:5]=[C:4]2[N:9]([CH2:13][C:14]3[N:18]([C:19]4[CH:24]=[CH:23][CH:22]=[CH:21][CH:20]=4)[C:17]4[CH:25]=[CH:26][CH:27]=[CH:28][C:16]=4[N:15]=3)[N:10]=[CH:11][C:3]=12. (4) Given the reactants [CH:1]1[CH:2]=[CH:3][N:4]2[CH2:10][C:9]3[CH:11]=[CH:12][CH:13]=[CH:14][C:8]=3[N:7]([C:15]([C:17]3[CH:22]=[C:21]([Cl:23])[C:20](B4OC(C)(C)C(C)(C)O4)=[CH:19][C:18]=3[O:33][CH3:34])=[O:16])[CH2:6][C:5]=12.FC(F)(F)S(O[C:41]1[CH2:46][CH2:45][CH2:44][CH2:43][CH:42]=1)(=O)=O.C(=O)([O-])[O-].[Na+].[Na+].C(OCC)(=O)C, predict the reaction product. The product is: [Cl:23][C:21]1[C:20]([C:41]2[CH2:46][CH2:45][CH2:44][CH2:43][CH:42]=2)=[CH:19][C:18]([O:33][CH3:34])=[C:17]([CH:22]=1)[C:15]([N:7]1[C:8]2[CH:14]=[CH:13][CH:12]=[CH:11][C:9]=2[CH2:10][N:4]2[CH:3]=[CH:2][CH:1]=[C:5]2[CH2:6]1)=[O:16].